From a dataset of Peptide-MHC class I binding affinity with 185,985 pairs from IEDB/IMGT. Regression. Given a peptide amino acid sequence and an MHC pseudo amino acid sequence, predict their binding affinity value. This is MHC class I binding data. (1) The peptide sequence is HPVHAGPIA. The MHC is HLA-B40:02 with pseudo-sequence HLA-B40:02. The binding affinity (normalized) is 0. (2) The peptide sequence is QSDIAGAIH. The MHC is HLA-B15:09 with pseudo-sequence HLA-B15:09. The binding affinity (normalized) is 0.0847. (3) The peptide sequence is RVSTVSQLAK. The MHC is HLA-A03:01 with pseudo-sequence HLA-A03:01. The binding affinity (normalized) is 0.834. (4) The peptide sequence is MQISTIGIR. The MHC is HLA-A03:01 with pseudo-sequence HLA-A03:01. The binding affinity (normalized) is 0.